From a dataset of Aqueous solubility values for 9,982 compounds from the AqSolDB database. Regression/Classification. Given a drug SMILES string, predict its absorption, distribution, metabolism, or excretion properties. Task type varies by dataset: regression for continuous measurements (e.g., permeability, clearance, half-life) or binary classification for categorical outcomes (e.g., BBB penetration, CYP inhibition). For this dataset (solubility_aqsoldb), we predict Y. The drug is CCCOC(=O)CCOC. The Y is -0.660 log mol/L.